Task: Predict the reactants needed to synthesize the given product.. Dataset: Full USPTO retrosynthesis dataset with 1.9M reactions from patents (1976-2016) (1) Given the product [CH2:1]([O:3][C:4]([C:6]1[CH:11]=[CH:10][C:9]([C:12]([F:15])([F:14])[F:13])=[C:8]([N:17]2[CH2:22][CH2:21][O:20][CH2:19][CH2:18]2)[N:7]=1)=[O:5])[CH3:2], predict the reactants needed to synthesize it. The reactants are: [CH2:1]([O:3][C:4]([C:6]1[CH:11]=[CH:10][C:9]([C:12]([F:15])([F:14])[F:13])=[C:8](Cl)[N:7]=1)=[O:5])[CH3:2].[NH:17]1[CH2:22][CH2:21][O:20][CH2:19][CH2:18]1.Cl. (2) Given the product [C:21]1(=[O:25])[C:22]2[C:17](=[CH:16][CH:15]=[CH:24][CH:23]=2)[CH2:18][CH2:19][CH2:20]1.[Br:32][C:20]1[C:19]([CH2:26][CH2:27][C:28]([F:30])([F:29])[F:31])=[CH:18][C:17]2[C:22](=[CH:23][CH:24]=[C:15]([O:14][CH3:13])[CH:16]=2)[C:21]=1[OH:25], predict the reactants needed to synthesize it. The reactants are: COC1C=C(CC(O)C)C=CC=1.[CH3:13][O:14][C:15]1[CH:16]=[C:17]2[C:22](=[CH:23][CH:24]=1)[C:21](=[O:25])[CH2:20][CH:19]([CH2:26][CH2:27][C:28]([F:31])([F:30])[F:29])[CH2:18]2.[Br:32]Br.C1CCN2C(=NCCC2)CC1.